From a dataset of Full USPTO retrosynthesis dataset with 1.9M reactions from patents (1976-2016). Predict the reactants needed to synthesize the given product. Given the product [C:1]([NH:4][CH:5]([C:14]([O:16][CH2:17][CH3:18])=[O:15])[CH2:6][C:7]1[CH:8]=[CH:9][CH:10]=[C:34]([N:32]([CH3:31])[CH3:33])[CH:12]=1)(=[O:3])[CH3:2], predict the reactants needed to synthesize it. The reactants are: [C:1]([NH:4][CH:5]([C:14]([O:16][CH2:17][CH3:18])=[O:15])[CH2:6][C:7]1[CH:12]=C[CH:10]=[C:9](N)[CH:8]=1)(=[O:3])[CH3:2].C(N(CC)CC)C.CI.ClCCl.[CH3:31][N:32]([CH:34]=O)[CH3:33].